This data is from Reaction yield outcomes from USPTO patents with 853,638 reactions. The task is: Predict the reaction yield, written as a fraction of the theoretical maximum amount of product (1.0 means a 100% yield; for example, 0.34 means a 34% yield). (1) The reactants are Cl[CH2:2][C:3]1[CH:4]=[C:5]([C:9]([N:11]2[CH2:24][C:23]([CH3:26])([CH3:25])[C:22]3[C:21]4[CH:20]=[CH:19][CH:18]=[CH:17][C:16]=4[NH:15][C:14]=3[C:13]([C:27]([O:29][CH:30]([CH3:32])[CH3:31])=[O:28])=[CH:12]2)=[O:10])[CH:6]=[CH:7][CH:8]=1.CCN(C(C)C)C(C)C.[OH:42][CH:43]1[CH2:48][CH2:47][N:46]([CH3:49])[CH2:45][CH2:44]1. The catalyst is C1COCC1. The product is [CH3:26][C:23]1([CH3:25])[C:22]2[C:21]3[CH:20]=[CH:19][CH:18]=[CH:17][C:16]=3[NH:15][C:14]=2[C:13]([C:27]([O:29][CH:30]([CH3:32])[CH3:31])=[O:28])=[CH:12][N:11]([C:9]([C:5]2[CH:6]=[CH:7][CH:8]=[C:3]([CH2:2][O:42][CH:43]3[CH2:48][CH2:47][N:46]([CH3:49])[CH2:45][CH2:44]3)[CH:4]=2)=[O:10])[CH2:24]1. The yield is 0.300. (2) The reactants are [C:1]([CH2:3][C:4]([N:6]1[CH2:11][CH2:10][CH2:9][CH:8]([NH:12][C:13]([NH:15][C:16]2[N:17]=[C:18]3[CH:24]=[CH:23][N:22](COCC[Si](C)(C)C)[C:19]3=[N:20][CH:21]=2)=[O:14])[CH2:7]1)=[O:5])#[N:2].F[B-](F)(F)F.[Li+].C(N)CN. The catalyst is O.C(#N)C. The product is [C:1]([CH2:3][C:4]([N:6]1[CH2:11][CH2:10][CH2:9][CH:8]([NH:12][C:13]([NH:15][C:16]2[N:17]=[C:18]3[CH:24]=[CH:23][NH:22][C:19]3=[N:20][CH:21]=2)=[O:14])[CH2:7]1)=[O:5])#[N:2]. The yield is 0.140. (3) The reactants are [CH3:1][C:2]1([CH3:16])[O:6][B:5]([C:7]2[CH:12]=[CH:11][C:10]([OH:13])=[CH:9][CH:8]=2)[O:4][C:3]1([CH3:15])[CH3:14].[F:17][C:18]1[CH:19]=[C:20](B(O)O)[CH:21]=[CH:22][CH:23]=1.C(N(CC)CC)C. The catalyst is ClCCl. The product is [F:17][C:18]1[CH:23]=[C:22]([CH:21]=[CH:20][CH:19]=1)[O:13][C:10]1[CH:11]=[CH:12][C:7]([B:5]2[O:4][C:3]([CH3:15])([CH3:14])[C:2]([CH3:16])([CH3:1])[O:6]2)=[CH:8][CH:9]=1. The yield is 0.250. (4) The reactants are Br[C:2]1[C:11]([CH2:12][O:13][C:14]2[CH:19]=[C:18]([F:20])[CH:17]=[CH:16][C:15]=2[CH3:21])=[C:10]2[C:5]([NH:6][C:7]([CH3:25])([CH3:24])[C:8](=[O:23])[N:9]2[CH3:22])=[CH:4][CH:3]=1.[CH3:26][O:27][C:28]1[CH:33]=[C:32]([O:34][C:35]([F:38])([F:37])[F:36])[CH:31]=[CH:30][C:29]=1B(O)O.C(=O)([O-])[O-].C(OCC)(=O)C. The catalyst is CN(C)C=O.C1C=CC(P(C2C=CC=CC=2)C2C=CC=CC=2)=CC=1.C1C=CC(P(C2C=CC=CC=2)C2C=CC=CC=2)=CC=1.Cl[Pd]Cl.O. The product is [F:20][C:18]1[CH:17]=[CH:16][C:15]([CH3:21])=[C:14]([CH:19]=1)[O:13][CH2:12][C:11]1[C:2]([C:29]2[CH:30]=[CH:31][C:32]([O:34][C:35]([F:37])([F:38])[F:36])=[CH:33][C:28]=2[O:27][CH3:26])=[CH:3][CH:4]=[C:5]2[C:10]=1[N:9]([CH3:22])[C:8](=[O:23])[C:7]([CH3:25])([CH3:24])[NH:6]2. The yield is 0.580. (5) The reactants are C(Cl)(=O)C(Cl)=O.[O:7]=[C:8]([C:12]1[O:13][CH:14]=[CH:15][CH:16]=1)[C:9]([OH:11])=[O:10].[N:17]12[CH2:24][CH2:23][CH:20]([CH2:21][CH2:22]1)[C@@H:19](O)[CH2:18]2. The catalyst is CN(C)C=O.C(Cl)(Cl)Cl. The product is [N:17]12[CH2:24][CH2:23][CH:20]([CH2:21][CH2:22]1)[C@@H:19]([O:10][C:9](=[O:11])[C:8](=[O:7])[C:12]1[O:13][CH:14]=[CH:15][CH:16]=1)[CH2:18]2. The yield is 0.525. (6) The reactants are C[Si]([N-][Si](C)(C)C)(C)C.[Li+].[CH3:11][CH:12]([C@H:14]1[CH2:19][O:18][C:16](=[O:17])[CH2:15]1)[CH3:13].[CH2:20](I)[C:21]1[CH:26]=[CH:25][CH:24]=[CH:23][CH:22]=1. The catalyst is C[C@@H]1[C@H](C2C=CC=CC=2)OC(=O)N1C(=O)CC[C@H](C)CCC.C1COCC1. The product is [CH2:20]([C@@H:15]1[C@@H:14]([CH:12]([CH3:13])[CH3:11])[CH2:19][O:18][C:16]1=[O:17])[C:21]1[CH:26]=[CH:25][CH:24]=[CH:23][CH:22]=1. The yield is 0.580. (7) The reactants are [OH:1][CH2:2][CH2:3][CH2:4][NH:5][C:6](=[O:28])[CH2:7][CH2:8]/[CH:9]=[CH:10]\[CH2:11]/[CH:12]=[CH:13]\[CH2:14]/[CH:15]=[CH:16]\[CH2:17]/[CH:18]=[CH:19]\[CH2:20]/[CH:21]=[CH:22]\[CH2:23]/[CH:24]=[CH:25]\[CH2:26][CH3:27].N1C=CC=CC=1.[Cl:35][C:36](Cl)([O:38]C(=O)OC(Cl)(Cl)Cl)Cl. The catalyst is C(Cl)Cl. The product is [C:36]([Cl:35])(=[O:38])[O:1][CH2:2][CH2:3][CH2:4][NH:5][C:6](=[O:28])[CH2:7][CH2:8]/[CH:9]=[CH:10]\[CH2:11]/[CH:12]=[CH:13]\[CH2:14]/[CH:15]=[CH:16]\[CH2:17]/[CH:18]=[CH:19]\[CH2:20]/[CH:21]=[CH:22]\[CH2:23]/[CH:24]=[CH:25]\[CH2:26][CH3:27]. The yield is 0.430.